Dataset: hERG potassium channel inhibition data for cardiac toxicity prediction from Karim et al.. Task: Regression/Classification. Given a drug SMILES string, predict its toxicity properties. Task type varies by dataset: regression for continuous values (e.g., LD50, hERG inhibition percentage) or binary classification for toxic/non-toxic outcomes (e.g., AMES mutagenicity, cardiotoxicity, hepatotoxicity). Dataset: herg_karim. (1) The result is 1 (blocker). The molecule is COc1c(C(C)(C)C)cc(C(=O)N2CCN(C(=O)CCCCC(c3ccc(F)cc3)c3ccc(F)cc3)[C@@H](C)C2)cc1C(C)(C)C. (2) The drug is COc1ccc(CCN(C)CCC[C@@](C#N)(c2ccc(OC)c(OC)c2)C(C)C)cc1OC. The result is 1 (blocker).